This data is from NCI-60 drug combinations with 297,098 pairs across 59 cell lines. The task is: Regression. Given two drug SMILES strings and cell line genomic features, predict the synergy score measuring deviation from expected non-interaction effect. (1) Drug 1: CCC1=CC2CC(C3=C(CN(C2)C1)C4=CC=CC=C4N3)(C5=C(C=C6C(=C5)C78CCN9C7C(C=CC9)(C(C(C8N6C)(C(=O)OC)O)OC(=O)C)CC)OC)C(=O)OC.C(C(C(=O)O)O)(C(=O)O)O. Drug 2: CC1=C2C(C(=O)C3(C(CC4C(C3C(C(C2(C)C)(CC1OC(=O)C(C(C5=CC=CC=C5)NC(=O)C6=CC=CC=C6)O)O)OC(=O)C7=CC=CC=C7)(CO4)OC(=O)C)O)C)OC(=O)C. Cell line: HT29. Synergy scores: CSS=63.9, Synergy_ZIP=-3.59, Synergy_Bliss=-4.70, Synergy_Loewe=-4.26, Synergy_HSA=-2.32. (2) Drug 1: CC1=C2C(C(=O)C3(C(CC4C(C3C(C(C2(C)C)(CC1OC(=O)C(C(C5=CC=CC=C5)NC(=O)OC(C)(C)C)O)O)OC(=O)C6=CC=CC=C6)(CO4)OC(=O)C)O)C)O. Drug 2: CC1=C(C(=CC=C1)Cl)NC(=O)C2=CN=C(S2)NC3=CC(=NC(=N3)C)N4CCN(CC4)CCO. Cell line: U251. Synergy scores: CSS=2.75, Synergy_ZIP=4.45, Synergy_Bliss=7.60, Synergy_Loewe=0.419, Synergy_HSA=1.61. (3) Drug 1: CC1CCC2CC(C(=CC=CC=CC(CC(C(=O)C(C(C(=CC(C(=O)CC(OC(=O)C3CCCCN3C(=O)C(=O)C1(O2)O)C(C)CC4CCC(C(C4)OC)O)C)C)O)OC)C)C)C)OC. Drug 2: C1=CC=C(C(=C1)C(C2=CC=C(C=C2)Cl)C(Cl)Cl)Cl. Cell line: OVCAR3. Synergy scores: CSS=3.70, Synergy_ZIP=-3.09, Synergy_Bliss=-2.51, Synergy_Loewe=-0.164, Synergy_HSA=-2.03. (4) Drug 1: CC1=CC2C(CCC3(C2CCC3(C(=O)C)OC(=O)C)C)C4(C1=CC(=O)CC4)C. Cell line: SF-539. Synergy scores: CSS=0.731, Synergy_ZIP=-0.611, Synergy_Bliss=-0.941, Synergy_Loewe=-2.57, Synergy_HSA=-1.29. Drug 2: CC(C1=C(C=CC(=C1Cl)F)Cl)OC2=C(N=CC(=C2)C3=CN(N=C3)C4CCNCC4)N. (5) Drug 1: CC12CCC3C(C1CCC2=O)CC(=C)C4=CC(=O)C=CC34C. Drug 2: C1=CC(=C2C(=C1NCCNCCO)C(=O)C3=C(C=CC(=C3C2=O)O)O)NCCNCCO. Cell line: HOP-62. Synergy scores: CSS=65.8, Synergy_ZIP=5.32, Synergy_Bliss=4.00, Synergy_Loewe=0.0174, Synergy_HSA=7.31. (6) Drug 1: CS(=O)(=O)C1=CC(=C(C=C1)C(=O)NC2=CC(=C(C=C2)Cl)C3=CC=CC=N3)Cl. Drug 2: CCCCCOC(=O)NC1=NC(=O)N(C=C1F)C2C(C(C(O2)C)O)O. Cell line: HL-60(TB). Synergy scores: CSS=15.8, Synergy_ZIP=17.0, Synergy_Bliss=18.0, Synergy_Loewe=9.10, Synergy_HSA=12.5.